Dataset: Peptide-MHC class I binding affinity with 185,985 pairs from IEDB/IMGT. Task: Regression. Given a peptide amino acid sequence and an MHC pseudo amino acid sequence, predict their binding affinity value. This is MHC class I binding data. The peptide sequence is VQQESSFVM. The MHC is BoLA-D18.4 with pseudo-sequence BoLA-D18.4. The binding affinity (normalized) is 0.568.